Task: Predict the product of the given reaction.. Dataset: Forward reaction prediction with 1.9M reactions from USPTO patents (1976-2016) (1) Given the reactants [CH2:1]([O:3][C:4](=[O:12])[C:5]1[CH:10]=[CH:9][C:8]([OH:11])=[CH:7][CH:6]=1)[CH3:2].Br[CH2:14][CH2:15][CH2:16][Cl:17].C(=O)([O-])[O-].[K+].[K+], predict the reaction product. The product is: [CH2:1]([O:3][C:4](=[O:12])[C:5]1[CH:10]=[CH:9][C:8]([O:11][CH2:14][CH2:15][CH2:16][Cl:17])=[CH:7][CH:6]=1)[CH3:2]. (2) Given the reactants [C:1]([O:4][CH2:5][CH2:6][C:7]1[NH:29][C:10]2=[N:11][C:12]([C:22]3[CH:27]=[CH:26][C:25]([CH3:28])=[CH:24][CH:23]=3)=[C:13]([C:15]3[CH:20]=[CH:19][C:18]([CH3:21])=[CH:17][CH:16]=3)[N:14]=[C:9]2[CH:8]=1)(=[O:3])[CH3:2].C([O-])([O-])=O.[K+].[K+].Br[CH2:37][CH2:38][CH2:39][CH2:40][CH2:41][CH2:42][C:43]([O:45][CH2:46][CH3:47])=[O:44].O, predict the reaction product. The product is: [C:1]([O:4][CH2:5][CH2:6][C:7]1[N:29]([CH2:37][CH2:38][CH2:39][CH2:40][CH2:41][CH2:42][C:43]([O:45][CH2:46][CH3:47])=[O:44])[C:10]2=[N:11][C:12]([C:22]3[CH:23]=[CH:24][C:25]([CH3:28])=[CH:26][CH:27]=3)=[C:13]([C:15]3[CH:20]=[CH:19][C:18]([CH3:21])=[CH:17][CH:16]=3)[N:14]=[C:9]2[CH:8]=1)(=[O:3])[CH3:2]. (3) Given the reactants C([O-])([O-])=O.[K+].[K+].Br.Br[CH2:9][C:10]1[CH:15]=[CH:14][CH:13]=[CH:12][N:11]=1.[CH3:16][C:17]1[N:21]2[C:22]3[CH:28]=[C:27]([CH3:29])[NH:26][C:23]=3[CH:24]=[CH:25][C:20]2=[N:19][N:18]=1.CN(C=O)C, predict the reaction product. The product is: [CH3:16][C:17]1[N:21]2[C:22]3[CH:28]=[C:27]([CH3:29])[N:26]([CH2:9][C:10]4[CH:15]=[CH:14][CH:13]=[CH:12][N:11]=4)[C:23]=3[CH:24]=[CH:25][C:20]2=[N:19][N:18]=1. (4) Given the reactants C(C1C(=O)C(Cl)=C(Cl)C(=[O:6])C=1C#N)#N.[NH:15]1[C:23]2[C:18](=[CH:19][CH:20]=[CH:21][CH:22]=2)[C:17]([CH2:24][C:25]2[S:40][C:28]3[N:29]([CH2:36][CH:37]([CH3:39])[CH3:38])[C:30](=[O:35])[N:31]([CH3:34])[C:32](=[O:33])[C:27]=3[C:26]=2[C:41]([N:43]([O:45][CH3:46])[CH3:44])=[O:42])=[CH:16]1, predict the reaction product. The product is: [NH:15]1[C:23]2[C:18](=[CH:19][CH:20]=[CH:21][CH:22]=2)[C:17]([C:24]([C:25]2[S:40][C:28]3[N:29]([CH2:36][CH:37]([CH3:39])[CH3:38])[C:30](=[O:35])[N:31]([CH3:34])[C:32](=[O:33])[C:27]=3[C:26]=2[C:41]([N:43]([O:45][CH3:46])[CH3:44])=[O:42])=[O:6])=[CH:16]1. (5) Given the reactants [CH2:1]([N:8]([C:22]1[C:27]([Cl:28])=[CH:26][C:25](Br)=[CH:24][N:23]=1)[S:9]([C:12]1[CH:21]=[CH:20][C:15]([C:16]([O:18]C)=[O:17])=[CH:14][CH:13]=1)(=[O:11])=[O:10])[C:2]1[CH:7]=[CH:6][CH:5]=[CH:4][CH:3]=1.[CH3:30][O:31][C:32]1[CH:37]=[CH:36][CH:35]=[CH:34][C:33]=1B(O)O, predict the reaction product. The product is: [CH2:1]([N:8]([C:22]1[C:27]([Cl:28])=[CH:26][C:25]([C:33]2[CH:34]=[CH:35][CH:36]=[CH:37][C:32]=2[O:31][CH3:30])=[CH:24][N:23]=1)[S:9]([C:12]1[CH:21]=[CH:20][C:15]([C:16]([OH:18])=[O:17])=[CH:14][CH:13]=1)(=[O:11])=[O:10])[C:2]1[CH:7]=[CH:6][CH:5]=[CH:4][CH:3]=1. (6) Given the reactants C(OC([N:8]1[CH2:13][CH:12]=[C:11]([C:14]2[C:22]3[O:21][CH2:20][O:19][C:18]=3[CH:17]=[CH:16][CH:15]=2)[CH2:10][CH2:9]1)=O)(C)(C)C.[ClH:23].O1CCOCC1.C(OC(C)C)(C)C, predict the reaction product. The product is: [ClH:23].[O:19]1[C:18]2[CH:17]=[CH:16][CH:15]=[C:14]([C:11]3[CH2:12][CH2:13][NH:8][CH2:9][CH:10]=3)[C:22]=2[O:21][CH2:20]1.